This data is from Reaction yield outcomes from USPTO patents with 853,638 reactions. The task is: Predict the reaction yield, written as a fraction of the theoretical maximum amount of product (1.0 means a 100% yield; for example, 0.34 means a 34% yield). (1) The reactants are [CH2:1]([N:6]1[C:10](=[O:11])[CH2:9][CH2:8][C@H:7]1[CH2:12][N:13]1C(=O)C2C(=CC=CC=2)C1=O)[CH2:2][CH:3]([CH3:5])[CH3:4].C1(=O)NC(=O)C2=CC=CC=C12. No catalyst specified. The product is [NH2:13][CH2:12][C@H:7]1[N:6]([CH2:1][CH2:2][CH:3]([CH3:4])[CH3:5])[C:10](=[O:11])[CH2:9][CH2:8]1. The yield is 1.00. (2) The reactants are C([N:8]1[CH2:13][CH2:12][N:11]([CH2:14][CH2:15][C:16]2[CH:21]=[CH:20][N:19]=[CH:18][CH:17]=2)[CH2:10][CH2:9]1)(OC(C)(C)C)=O.C(OCC)(=O)C.[ClH:28]. The catalyst is C(OCC)C. The product is [ClH:28].[N:19]1[CH:20]=[CH:21][C:16]([CH2:15][CH2:14][N:11]2[CH2:12][CH2:13][NH:8][CH2:9][CH2:10]2)=[CH:17][CH:18]=1. The yield is 0.870.